This data is from Forward reaction prediction with 1.9M reactions from USPTO patents (1976-2016). The task is: Predict the product of the given reaction. The product is: [O:2]=[C:3]1[C:5]2[CH:22]=[CH:21][CH:20]=[CH:19][C:6]=2[O:7][CH2:8][C@@H:9]2[CH2:10][CH2:11][C@H:12]([C:15]([O:17][CH3:18])=[O:16])[CH2:13][N:14]12. Given the reactants C[O:2][C:3]([C:5]1[CH:22]=[CH:21][CH:20]=[CH:19][C:6]=1[O:7][CH2:8][C@@H:9]1[NH:14][CH2:13][C@@H:12]([C:15]([O:17][CH3:18])=[O:16])[CH2:11][CH2:10]1)=O.C[Al](C)C, predict the reaction product.